This data is from Reaction yield outcomes from USPTO patents with 853,638 reactions. The task is: Predict the reaction yield, written as a fraction of the theoretical maximum amount of product (1.0 means a 100% yield; for example, 0.34 means a 34% yield). (1) The reactants are [CH3:1][C:2]1([CH3:27])[CH2:10][C:9]2[C:4](=[CH:5][CH:6]=[C:7]([N:11](C(OC(C)(C)C)=O)[NH:12]C(OC(C)(C)C)=O)[CH:8]=2)[CH2:3]1.FC(F)(F)C(O)=O.C[O:36][C:37](=O)[CH2:38][C:39](=O)[CH3:40]. The catalyst is C(O)(=O)C. The product is [CH3:1][C:2]1([CH3:27])[CH2:10][C:9]2[C:4](=[CH:5][CH:6]=[C:7]([N:11]3[C:37](=[O:36])[CH2:38][C:39]([CH3:40])=[N:12]3)[CH:8]=2)[CH2:3]1. The yield is 0.221. (2) The reactants are [C:1]([C:4]1[CH:13]=[C:8]([C:9]([O:11][CH3:12])=[O:10])[C:7]([OH:14])=[CH:6][CH:5]=1)(=[O:3])[CH3:2].C(=O)([O-])[O-].[K+].[K+].[CH2:21](Br)[C:22]1[CH:27]=[CH:26][CH:25]=[CH:24][CH:23]=1. The catalyst is C(#N)C. The product is [CH3:12][O:11][C:9](=[O:10])[C:8]1[CH:13]=[C:4]([C:1](=[O:3])[CH3:2])[CH:5]=[CH:6][C:7]=1[O:14][CH2:21][C:22]1[CH:27]=[CH:26][CH:25]=[CH:24][CH:23]=1. The yield is 1.00. (3) The reactants are C(OC([N:8]1[CH2:12][CH:11]([NH:13][C:14]([C:16]2[CH:17]=[N:18][CH:19]=[CH:20][C:21]=2[NH:22][C:23]2[C:28]([O:29][CH3:30])=[CH:27][N:26]=[C:25]([C:31]3[CH:36]=[C:35]([Cl:37])[CH:34]=[CH:33][C:32]=3[F:38])[N:24]=2)=[O:15])[CH2:10][CH:9]1[C:39](=[O:43])[N:40]([CH3:42])[CH3:41])=O)(C)(C)C. The catalyst is O1CCOCC1. The product is [Cl:37][C:35]1[CH:34]=[CH:33][C:32]([F:38])=[C:31]([C:25]2[N:24]=[C:23]([NH:22][C:21]3[C:16]([C:14]([NH:13][CH:11]4[CH2:10][CH:9]([C:39](=[O:43])[N:40]([CH3:42])[CH3:41])[NH:8][CH2:12]4)=[O:15])=[CH:17][N:18]=[CH:19][CH:20]=3)[C:28]([O:29][CH3:30])=[CH:27][N:26]=2)[CH:36]=1. The yield is 0.650. (4) The reactants are [NH2:1][CH2:2][C@@H:3]([CH3:31])[O:4][C:5]1[CH:14]=[CH:13][CH:12]=[C:11]2[C:6]=1[C:7]([NH:15][C:16]1[CH:21]=[CH:20][C:19]([O:22][CH2:23][C:24]3[CH:29]=[CH:28][CH:27]=[CH:26][N:25]=3)=[C:18]([Cl:30])[CH:17]=1)=[N:8][CH:9]=[N:10]2.[OH:32][C@H:33]1[CH2:38][CH2:37][O:36][C:34]1=[O:35]. No catalyst specified. The product is [Cl:30][C:18]1[CH:17]=[C:16]([NH:15][C:7]2[C:6]3[C:11](=[CH:12][CH:13]=[CH:14][C:5]=3[O:4][C@H:3]([CH3:31])[CH2:2][NH:1][C:34](=[O:35])[C@@H:33]([OH:32])[CH2:38][CH2:37][OH:36])[N:10]=[CH:9][N:8]=2)[CH:21]=[CH:20][C:19]=1[O:22][CH2:23][C:24]1[CH:29]=[CH:28][CH:27]=[CH:26][N:25]=1. The yield is 0.780. (5) The reactants are [Br:1][C:2]1[CH:6]=[N:5][N:4]([CH3:7])[C:3]=1[C:8]1[CH:9]=[C:10]([NH2:22])[CH:11]=[CH:12][C:13]=1[O:14][CH2:15][CH2:16][N:17]1[CH2:21][CH2:20][CH2:19][CH2:18]1.[F:23][C:24]1[CH:25]=[C:26]([CH:30]=[CH:31][CH:32]=1)[C:27](Cl)=[O:28].C(N(CC)CC)C. The catalyst is C(Cl)Cl. The product is [Br:1][C:2]1[CH:6]=[N:5][N:4]([CH3:7])[C:3]=1[C:8]1[CH:9]=[C:10]([NH:22][C:27](=[O:28])[C:26]2[CH:30]=[CH:31][CH:32]=[C:24]([F:23])[CH:25]=2)[CH:11]=[CH:12][C:13]=1[O:14][CH2:15][CH2:16][N:17]1[CH2:18][CH2:19][CH2:20][CH2:21]1. The yield is 0.854. (6) The reactants are [CH:1]1([N:4]2[C:9](=[O:10])[C:8]3=[C:11]([NH:18][C:19]4[CH:24]=[CH:23][C:22](I)=[CH:21][C:20]=4[F:26])[N:12]([CH3:17])[C:13](=[O:16])[C:14]([CH3:15])=[C:7]3[N:6]([C:27]3[CH:28]=[C:29]([NH:33][C:34](=[O:36])[CH3:35])[CH:30]=[CH:31][CH:32]=3)[C:5]2=[O:37])[CH2:3][CH2:2]1.C(Cl)(Cl)Cl.[CH3:42][Si:43]([C:46]#[CH:47])([CH3:45])[CH3:44]. The catalyst is [Cu]I.C1C=CC(P(C2C=CC=CC=2)C2C=CC=CC=2)=CC=1.C1C=CC(P(C2C=CC=CC=2)C2C=CC=CC=2)=CC=1.Cl[Pd]Cl.C(N(CC)CC)C. The product is [CH:1]1([N:4]2[C:9](=[O:10])[C:8]3=[C:11]([NH:18][C:19]4[CH:24]=[CH:23][C:22]([C:47]#[C:46][Si:43]([CH3:45])([CH3:44])[CH3:42])=[CH:21][C:20]=4[F:26])[N:12]([CH3:17])[C:13](=[O:16])[C:14]([CH3:15])=[C:7]3[N:6]([C:27]3[CH:28]=[C:29]([NH:33][C:34](=[O:36])[CH3:35])[CH:30]=[CH:31][CH:32]=3)[C:5]2=[O:37])[CH2:3][CH2:2]1. The yield is 0.930.